Task: Binary Classification. Given a miRNA mature sequence and a target amino acid sequence, predict their likelihood of interaction.. Dataset: Experimentally validated miRNA-target interactions with 360,000+ pairs, plus equal number of negative samples (1) The miRNA is hsa-miR-6721-5p with sequence UGGGCAGGGGCUUAUUGUAGGAG. The protein sequence of the target gene is MEPPAGAAATVKDPDHDPVKTKVSAPAADPKPRTSSQKAGHSLQDWDTIATVGTGTFGRVNLVKEKTGRQYCALKIMSIPDVIRLKQEQHVQNEKAVLKEINHPFLIKLLWTGHDNRFLYMLMEFVPGGELFTYLRNRGRFSSVASVFYATEIVCAIEYLHSKEIVYRDLKPENILLDREGHIKLTDFGFAKKLVDRTWTLCGTPEYLAPEVIQSKGHGRAVDWWALGILIFEMLSGFPPFFDDNPFGIYQKILACKIDFPRQLDFTSKDLIKKLLVVDRTRRLGNMKNGAEDIKRHRWF.... Result: 0 (no interaction). (2) Result: 0 (no interaction). The protein sequence of the target gene is MSCTRMIHVLDPRPLTSSVMPVDMAMRICLAHSPPLKSFLGPYNGFQRRNFVNKLKPLKPCLSVKQEAKSQSEWKSPHNQAKKRVVFADSKGLSLTAIHVFSDLPEEPAWDLQFDLLDLNDISSSLKLHEEKNLVFDFPQPSTDYLSFRDRFQKNFVCLENCSLQDRTVTGTVKVKNVSFEKKVQVRITFDTWKTYTDVDCVYMKNVYSSSDSDTFSFAIDLPRVIPTEEKIEFCISYHANGRIFWDNNEGQNYRIVHVQWKPDGVQTQVAPKDCAFQQGPPKTEIEPTVFGSPRLASGL.... The miRNA is hsa-miR-4643 with sequence GACACAUGACCAUAAAUGCUAA. (3) The miRNA is hsa-miR-670-3p with sequence UUUCCUCAUAUUCAUUCAGGA. The protein sequence of the target gene is MSHRKFSAPRHGSLGFLPRKRSSRHRGKVKSFPKDDPSKPVHLTAFLGYKAGMTHIVREVDRPGSKVNKKEVVEAVTIVETPPMVVVGIVGYVETPRGLRTFKTVFAEHISDECKRRFYKNWHKSKKKAFTKYCKKWQDEDGKKQLEKDFSSMKKYCQVIRVIAHTQMRLLPLRQKKAHLMEIQVNGGTVAEKLDWARERLEQQVPVNQVFGQDEMIDVIGVTKGKGYKGVTSRWHTKKLPRKTHRGLRKVACIGAWHPARVAFSVARAGQKGYHHRTEINKKIYKIGQGYLIKDGKLIK.... Result: 0 (no interaction). (4) The miRNA is hsa-miR-6130 with sequence UGAGGGAGUGGAUUGUAUG. The protein sequence of the target gene is MEGRNAAAEPFVWVNSASAHSQSVAKAKYEFLFGKSEEKTPDSSDHGGSTLLPPTVTNEFPEYGTMEEGGEGLRASLDFDAKSPPCRLPGQQAVHLLAGQDSILNSVTEGPNDAPQCHPQEQSLQPIDSLISALKATEARIASGTFQATKVLDKDANFSVYQVDKELSTASHKPQRAHRTFPVGPGKSPDIPLSAEVPTEENLSLHIQEDLSALLPEEAQAHRSQITNYRRQGPLRVPESACPVSSSSAGSHNPVDRVGALREQRSDLGREHPRGYDRGGSMGRQGRIKHVEFQGVEILW.... Result: 0 (no interaction). (5) The miRNA is rno-miR-324-5p with sequence CGCAUCCCCUAGGGCAUUGGUGU. The protein sequence of the target gene is MEFSGRKWRKLRLAGDQRNASYPHCLQFYLQPPSENISLIEFENLAIDRVKLLKSVENLGVSYVKGTEQYQSKLESELRKLKFSYRENLEDEYEPRRRDHISHFILRLAYCQSEELRRWFIQQEMDLLRFRFSILPKDKIQDFLKDSQLQFEAISDEEKTLREQEIVASSPSLSGLKLGFESIYKIPFADALDLFRGRKVYLEDGFAYVPLKDIVAIILNEFRAKLSKALALTARSLPAVQSDERLQPLLNHLSHSYTGQDYSTQGNVGKISLDQIDLLSTKSFPPCMRQLHKALRENHH.... Result: 0 (no interaction). (6) The miRNA is hsa-miR-6790-3p with sequence CGACCUCGGCGACCCCUCACU. The protein sequence of the target gene is MEDGKRERWPTLMERLCSDGFAFPQYPIKPYHLKRIHRAVLHGNLEKLKYLLLTYYDANKRDRKERTALHLACATGQPEMVHLLVSRRCELNLCDREDRTPLIKAVQLRQEACATLLLQNGANPNITDFFGRTALHYAVYNEDTSMIEKLLSHGTNIEECSKCEYQPLLFAVSRRKVKMVEFLLKKKANVNAIDYLGRSALIHAVTLGEKDIVILLLQHNIDVLSRDAFRKIAGDYAIEAKNRVIFDLIYEYERKRYEDLPINSNPVSSQKQPALKATSGKEDSISNIATEIKDGQKSGT.... Result: 1 (interaction).